From a dataset of Full USPTO retrosynthesis dataset with 1.9M reactions from patents (1976-2016). Predict the reactants needed to synthesize the given product. (1) Given the product [F:40][C:32]1[C:31]([CH2:30][N:6]2[C:5]([C:12]([C:14]3[CH:15]=[C:16]([CH:19]=[C:20]([CH3:22])[CH:21]=3)[C:17]#[N:18])=[O:13])=[C:4]([CH:1]([CH3:3])[CH3:2])[C:9](=[O:10])[NH:8][C:7]2=[O:11])=[CH:36][C:35]([N+:37]([O-:39])=[O:38])=[CH:34][N:33]=1, predict the reactants needed to synthesize it. The reactants are: [CH:1]([C:4]1[C:9](=[O:10])[NH:8][C:7](=[O:11])[NH:6][C:5]=1[C:12]([C:14]1[CH:15]=[C:16]([CH:19]=[C:20]([CH3:22])[CH:21]=1)[C:17]#[N:18])=[O:13])([CH3:3])[CH3:2].C(=O)([O-])[O-].[K+].[K+].Br[CH2:30][C:31]1[C:32]([F:40])=[N:33][CH:34]=[C:35]([N+:37]([O-:39])=[O:38])[CH:36]=1.[I-].[Li+]. (2) The reactants are: [Cl:1][C:2]1[CH:8]=[C:7]([CH3:9])[C:5](N)=[C:4]([CH3:10])[CH:3]=1.N([O-])=O.[Na+].S(=O)(=O)(O)N.[BrH:20]. Given the product [Cl:1][C:2]1[CH:8]=[C:7]([CH3:9])[C:5]([Br:20])=[C:4]([CH3:10])[CH:3]=1, predict the reactants needed to synthesize it. (3) The reactants are: Cl.Cl.Cl.[O:4]1[C:12]2[CH:11]=[CH:10][N:9]=[C:8]([N:13]3[CH2:18][CH2:17][N:16]([CH2:19][CH2:20][C@H:21]4[CH2:26][CH2:25][C@H:24]([NH2:27])[CH2:23][CH2:22]4)[CH2:15][CH2:14]3)[C:7]=2[CH2:6][CH2:5]1.[CH3:28][O:29][CH:30]([O:36][CH3:37])[CH2:31][C:32](OC)=[O:33]. Given the product [O:4]1[C:12]2[CH:11]=[CH:10][N:9]=[C:8]([N:13]3[CH2:18][CH2:17][N:16]([CH2:19][CH2:20][C@H:21]4[CH2:26][CH2:25][C@H:24]([NH:27][C:32](=[O:33])[CH2:31][CH:30]([O:36][CH3:37])[O:29][CH3:28])[CH2:23][CH2:22]4)[CH2:15][CH2:14]3)[C:7]=2[CH2:6][CH2:5]1, predict the reactants needed to synthesize it. (4) Given the product [N+:8]([C:5]1[CH:6]=[CH:7][C:2]([O:16][CH:13]2[CH2:14][CH2:15][O:11][CH2:12]2)=[CH:3][CH:4]=1)([O-:10])=[O:9], predict the reactants needed to synthesize it. The reactants are: F[C:2]1[CH:7]=[CH:6][C:5]([N+:8]([O-:10])=[O:9])=[CH:4][CH:3]=1.[O:11]1[CH2:15][CH2:14][CH:13]([OH:16])[CH2:12]1.[H-].[Na+]. (5) Given the product [Cl:31][C:27]1[CH:28]=[CH:29][CH:30]=[C:2]([Cl:1])[C:3]=1[CH2:4][C:5]1[CH:14]=[C:13]([NH:15][C:16]2[CH:21]=[CH:20][C:19]([C:22]([OH:34])=[O:23])=[CH:18][C:17]=2[O:24][CH3:25])[C:12]2[C:11](=[O:26])[NH:10][CH:9]=[CH:8][C:7]=2[N:6]=1, predict the reactants needed to synthesize it. The reactants are: [Cl:1][C:2]1[CH:30]=[CH:29][CH:28]=[C:27]([Cl:31])[C:3]=1[CH2:4][C:5]1[CH:14]=[C:13]([NH:15][C:16]2[CH:21]=[CH:20][C:19]([CH2:22][OH:23])=[CH:18][C:17]=2[O:24][CH3:25])[C:12]2[C:11](=[O:26])[NH:10][CH:9]=[CH:8][C:7]=2[N:6]=1.CC(C)=[O:34].OS(O)(=O)=O.O=[Cr](=O)=O. (6) Given the product [CH:15]([C:2]1[NH:3][C:4]2[C:9]([C:10]=1[C:11]([O:13][CH3:14])=[O:12])=[CH:8][CH:7]=[CH:6][CH:5]=2)=[CH2:16], predict the reactants needed to synthesize it. The reactants are: Br[C:2]1[NH:3][C:4]2[C:9]([C:10]=1[C:11]([O:13][CH3:14])=[O:12])=[CH:8][CH:7]=[CH:6][CH:5]=2.[CH3:15][C:16]1(C)C(C)(C)OB(C=C)O1.C(=O)([O-])[O-].[Cs+].[Cs+].